This data is from Catalyst prediction with 721,799 reactions and 888 catalyst types from USPTO. The task is: Predict which catalyst facilitates the given reaction. (1) Reactant: [Br:1][C:2]1[C:3]([C:13](=[O:15])[CH3:14])=[C:4]([OH:12])[C:5]2[O:10][CH2:9][CH2:8][O:7][C:6]=2[CH:11]=1.[C:16]([O-])([O-])=O.[K+].[K+].CI. Product: [Br:1][C:2]1[C:3]([C:13](=[O:15])[CH3:14])=[C:4]([O:12][CH3:16])[C:5]2[O:10][CH2:9][CH2:8][O:7][C:6]=2[CH:11]=1. The catalyst class is: 18. (2) Reactant: [Br:1][C:2]1[N:6]2[N:7]=[C:8](Cl)[CH:9]=[CH:10][C:5]2=[N:4][CH:3]=1.[CH3:12][O:13][C:14]1[CH:23]=[CH:22][CH:21]=[CH:20][C:15]=1[O:16][CH2:17][CH2:18][NH2:19].CO. Product: [Br:1][C:2]1[N:6]2[N:7]=[C:8]([NH:19][CH2:18][CH2:17][O:16][C:15]3[CH:20]=[CH:21][CH:22]=[CH:23][C:14]=3[O:13][CH3:12])[CH:9]=[CH:10][C:5]2=[N:4][CH:3]=1. The catalyst class is: 2. (3) Reactant: [N:1]([O-])=O.[Na+].[CH2:5]([N:10]1[C:18]2[N:17]=[CH:16][NH:15][C:14]=2[C:13](=[O:19])[NH:12]/[C:11]/1=[N:20]\[NH2:21])[CH2:6][CH2:7][CH2:8][CH3:9].C([O-])(O)=O.[Na+]. Product: [CH2:5]([N:10]1[C:18]2[N:17]=[CH:16][NH:15][C:14]=2[C:13](=[O:19])[N:12]2[N:1]=[N:21][N:20]=[C:11]12)[CH2:6][CH2:7][CH2:8][CH3:9]. The catalyst class is: 33. (4) The catalyst class is: 388. Reactant: CC(C)=O.[C:5](=[O:7])=O.[CH3:8][O:9][CH2:10][CH2:11][O:12][C:13]1[CH:18]=[CH:17][CH:16]=[C:15]([CH3:19])[C:14]=1[CH3:20].C(=O)=O. Product: [CH3:8][O:9][CH2:10][CH2:11][O:12][C:13]1[CH:18]=[CH:17][C:16]([CH:5]=[O:7])=[C:15]([CH3:19])[C:14]=1[CH3:20]. (5) Reactant: Br[C:2]1[CH:7]=[CH:6][C:5]([C:8]2[N:12]([CH2:13][CH:14]3[CH2:17][N:16]([C:18]([CH:20]4[CH2:22][CH2:21]4)=[O:19])[CH2:15]3)[CH:11]=[N:10][N:9]=2)=[CH:4][CH:3]=1.B1(B2OC(C)(C)C(C)(C)O2)OC(C)(C)C(C)(C)O1.CC([O-])=O.[K+].Br[C:47]1[CH:55]=[CH:54][C:50]2[N:51]=[CH:52][S:53][C:49]=2[CH:48]=1.C([O-])([O-])=O.[K+].[K+]. Product: [CH:20]1([C:18]([N:16]2[CH2:17][CH:14]([CH2:13][N:12]3[CH:11]=[N:10][N:9]=[C:8]3[C:5]3[CH:6]=[CH:7][C:2]([C:47]4[CH:55]=[CH:54][C:50]5[N:51]=[CH:52][S:53][C:49]=5[CH:48]=4)=[CH:3][CH:4]=3)[CH2:15]2)=[O:19])[CH2:22][CH2:21]1. The catalyst class is: 75.